Dataset: Catalyst prediction with 721,799 reactions and 888 catalyst types from USPTO. Task: Predict which catalyst facilitates the given reaction. (1) Reactant: CC1(C)[O:6][C@@H:5]([CH2:7][CH2:8][NH:9][C:10]([CH:12]2[CH:16]([C:17]3[CH:22]=[CH:21][CH:20]=[C:19]([Cl:23])[C:18]=3[F:24])[C:15]([C:27]3[CH:32]=[CH:31][C:30]([Cl:33])=[CH:29][C:28]=3[F:34])([C:25]#[N:26])[CH:14]([CH2:35][C:36]([CH3:40])([CH3:39])[CH2:37][CH3:38])[NH:13]2)=[O:11])[CH2:4][O:3]1.Cl. The catalyst class is: 7. Product: [OH:6][C@H:5]([CH2:4][OH:3])[CH2:7][CH2:8][NH:9][C:10]([CH:12]1[CH:16]([C:17]2[CH:22]=[CH:21][CH:20]=[C:19]([Cl:23])[C:18]=2[F:24])[C:15]([C:27]2[CH:32]=[CH:31][C:30]([Cl:33])=[CH:29][C:28]=2[F:34])([C:25]#[N:26])[CH:14]([CH2:35][C:36]([CH3:39])([CH3:40])[CH2:37][CH3:38])[NH:13]1)=[O:11]. (2) Reactant: [NH2:1][C:2]1[CH:3]=[CH:4][C:5]([Cl:31])=[C:6]([CH:30]=1)[CH2:7][O:8][C:9]1[CH:10]=[C:11]2[C:16](=[CH:17][CH:18]=1)[C@H:15]([C:19]([O:21][CH3:22])=[O:20])[N:14]([C:23]([O:25][C:26]([CH3:29])([CH3:28])[CH3:27])=[O:24])[CH2:13][CH2:12]2.[C:32](Cl)(=[O:34])[CH3:33]. Product: [C:32]([NH:1][C:2]1[CH:3]=[CH:4][C:5]([Cl:31])=[C:6]([CH:30]=1)[CH2:7][O:8][C:9]1[CH:10]=[C:11]2[C:16](=[CH:17][CH:18]=1)[C@H:15]([C:19]([O:21][CH3:22])=[O:20])[N:14]([C:23]([O:25][C:26]([CH3:28])([CH3:27])[CH3:29])=[O:24])[CH2:13][CH2:12]2)(=[O:34])[CH3:33]. The catalyst class is: 2.